From a dataset of Reaction yield outcomes from USPTO patents with 853,638 reactions. Predict the reaction yield, written as a fraction of the theoretical maximum amount of product (1.0 means a 100% yield; for example, 0.34 means a 34% yield). (1) The reactants are Cl[C:2]1[CH:7]=[CH:6][N:5]=[C:4]([S:8][CH3:9])[N:3]=1.[IH:10].C(=O)(O)[O-].[Na+].C(=O)([O-])[O-].[Na+].[Na+]. No catalyst specified. The product is [I:10][C:2]1[CH:7]=[CH:6][N:5]=[C:4]([S:8][CH3:9])[N:3]=1. The yield is 0.690. (2) The catalyst is CS(C)=O. The reactants are [CH3:1][N:2]([CH3:8])[C@H:3]1[CH2:7][CH2:6][NH:5][CH2:4]1.C(N(CC)CC)C.[C:16]([C:18]1[C:23]2[N:24]=[C:25]([C:27]3[S:28][CH:29]=[C:30]([C:32]([O:34][CH2:35][CH3:36])=[O:33])[N:31]=3)[O:26][C:22]=2[C:21](F)=[C:20]([C:38]2[CH:43]=[CH:42][CH:41]=[CH:40][CH:39]=2)[C:19]=1[CH3:44])#[N:17]. The yield is 0.663. The product is [C:16]([C:18]1[C:23]2[N:24]=[C:25]([C:27]3[S:28][CH:29]=[C:30]([C:32]([O:34][CH2:35][CH3:36])=[O:33])[N:31]=3)[O:26][C:22]=2[C:21]([N:5]2[CH2:6][CH2:7][C@H:3]([N:2]([CH3:8])[CH3:1])[CH2:4]2)=[C:20]([C:38]2[CH:43]=[CH:42][CH:41]=[CH:40][CH:39]=2)[C:19]=1[CH3:44])#[N:17].